Dataset: Forward reaction prediction with 1.9M reactions from USPTO patents (1976-2016). Task: Predict the product of the given reaction. Given the reactants Br[C:2]1[CH:3]=[C:4]2[C:9](=[CH:10][C:11]=1[CH3:12])[N:8]=[CH:7][CH:6]=[CH:5]2.[OH-:13].[K+].O.Cl, predict the reaction product. The product is: [CH3:12][C:11]1[CH:10]=[C:9]2[C:4]([CH:5]=[CH:6][CH:7]=[N:8]2)=[CH:3][C:2]=1[OH:13].